This data is from Full USPTO retrosynthesis dataset with 1.9M reactions from patents (1976-2016). The task is: Predict the reactants needed to synthesize the given product. (1) Given the product [F:1][C:2]1[CH:3]=[C:4]2[C:8](=[CH:9][CH:10]=1)[N:7]([CH2:13][CH:14]([CH3:16])[CH3:15])[N:6]=[C:5]2[I:11], predict the reactants needed to synthesize it. The reactants are: [F:1][C:2]1[CH:3]=[C:4]2[C:8](=[CH:9][CH:10]=1)[NH:7][N:6]=[C:5]2[I:11].Br[CH2:13][CH:14]([CH3:16])[CH3:15]. (2) The reactants are: [CH3:1][N:2]1[CH2:7][CH2:6][N:5]([C:8]([C:10]2[CH:22]=[C:21]3[C:13]([C:14]4[C:15](B5OC(C)(C)C(C)(C)O5)=[CH:16][CH:17]=[C:18]([C:23]([NH2:25])=[O:24])[C:19]=4[NH:20]3)=[CH:12][CH:11]=2)=[O:9])[CH2:4][CH2:3]1.Br[C:36]1[C:44]([F:45])=[C:43]2[C:39]([CH:40]=[CH:41][NH:42]2)=[CH:38][CH:37]=1.C(=O)([O-])[O-].[Na+].[Na+]. Given the product [F:45][C:44]1[C:36]([C:15]2[C:14]3[C:13]4[C:21](=[CH:22][C:10]([C:8]([N:5]5[CH2:4][CH2:3][N:2]([CH3:1])[CH2:7][CH2:6]5)=[O:9])=[CH:11][CH:12]=4)[NH:20][C:19]=3[C:18]([C:23]([NH2:25])=[O:24])=[CH:17][CH:16]=2)=[CH:37][CH:38]=[C:39]2[C:43]=1[NH:42][CH:41]=[CH:40]2, predict the reactants needed to synthesize it. (3) Given the product [F:19][C:2]([F:1])([F:18])[C@H:3]1[CH2:4][CH2:5][C@H:6]([C:9]([N:11]2[CH2:15][CH2:14][CH2:13][C@H:12]2[CH2:16][O:17][C:21]2[C:22]([C:27]([O:29][CH2:30][CH3:31])=[O:28])=[N:23][CH:24]=[CH:25][CH:26]=2)=[O:10])[CH2:7][CH2:8]1, predict the reactants needed to synthesize it. The reactants are: [F:1][C:2]([F:19])([F:18])[C@H:3]1[CH2:8][CH2:7][C@H:6]([C:9]([N:11]2[CH2:15][CH2:14][CH2:13][C@H:12]2[CH2:16][OH:17])=[O:10])[CH2:5][CH2:4]1.O[C:21]1[C:22]([C:27]([O:29][CH2:30][CH3:31])=[O:28])=[N:23][CH:24]=[CH:25][CH:26]=1.ClC1C=C(O)C=NC=1. (4) Given the product [NH2:1][C:4]1[CH:5]=[CH:6][C:7]([O:8][CH2:9][CH2:10][C:11]2[N:16]=[C:15]([NH:17][C:18](=[O:24])[O:19][C:20]([CH3:23])([CH3:21])[CH3:22])[CH:14]=[CH:13][CH:12]=2)=[CH:25][CH:26]=1, predict the reactants needed to synthesize it. The reactants are: [N+:1]([C:4]1[CH:26]=[CH:25][C:7]([O:8][CH2:9][CH2:10][C:11]2[N:16]=[C:15]([NH:17][C:18](=[O:24])[O:19][C:20]([CH3:23])([CH3:22])[CH3:21])[CH:14]=[CH:13][CH:12]=2)=[CH:6][CH:5]=1)([O-])=O.[H][H]. (5) Given the product [CH2:1]([N:8]1[CH2:17][CH2:16][C:15]2[C:14]([C:18]3[N:31]([CH:26]4[CH2:27][CH2:28][CH2:29][CH2:30][O:25]4)[N:32]=[CH:22][CH:23]=3)=[N:13][C:12]([NH2:24])=[N:11][C:10]=2[CH2:9]1)[C:2]1[CH:3]=[CH:4][CH:5]=[CH:6][CH:7]=1, predict the reactants needed to synthesize it. The reactants are: [CH2:1]([N:8]1[CH2:17][CH2:16][C:15]2[C:14]([C:18]3[CH:23]=[CH:22]C=CC=3)=[N:13][C:12]([NH2:24])=[N:11][C:10]=2[CH2:9]1)[C:2]1[CH:7]=[CH:6][CH:5]=[CH:4][CH:3]=1.[O:25]1[CH2:30][CH2:29][CH2:28][CH2:27][CH:26]1[N:31]1C(B2OC(C)(C)C(C)(C)O2)=CC=[N:32]1.C1(B(O)O)C=CC=CC=1. (6) Given the product [CH3:1][O:2][C:3]([C:5]1[S:9][C:8]2[CH:10]=[C:11]([C:14](=[O:15])[NH2:25])[CH:12]=[CH:13][C:7]=2[C:6]=1[O:17][CH2:18][C:19]([O:21][CH3:22])=[O:20])=[O:4], predict the reactants needed to synthesize it. The reactants are: [CH3:1][O:2][C:3]([C:5]1[S:9][C:8]2[CH:10]=[C:11]([C:14](O)=[O:15])[CH:12]=[CH:13][C:7]=2[C:6]=1[O:17][CH2:18][C:19]([O:21][CH3:22])=[O:20])=[O:4].C(N1C=CN=C1)([N:25]1C=CN=C1)=O. (7) Given the product [C:8]([CH:2]1[CH2:3][CH:4]2[CH2:7][CH:1]1[CH:6]=[CH:5]2)(=[O:10])[CH3:9], predict the reactants needed to synthesize it. The reactants are: [C:1]1([CH3:7])[CH:6]=[CH:5][CH:4]=[CH:3][CH:2]=1.[CH2:8]([OH:10])[CH3:9].